From a dataset of Forward reaction prediction with 1.9M reactions from USPTO patents (1976-2016). Predict the product of the given reaction. (1) Given the reactants [CH2:1]([O:8][C:9]([N:11]1[CH2:15][C@H:14]([O:16][Si:17]([C:20]([CH3:23])([CH3:22])[CH3:21])([CH3:19])[CH3:18])[C@@H:13]([CH2:24][O:25][Si](C(C)(C)C)(C)C)[CH2:12]1)=[O:10])[C:2]1[CH:7]=[CH:6][CH:5]=[CH:4][CH:3]=1.O.C(O)(=O)C, predict the reaction product. The product is: [CH2:1]([O:8][C:9]([N:11]1[CH2:15][C@H:14]([O:16][Si:17]([C:20]([CH3:21])([CH3:22])[CH3:23])([CH3:19])[CH3:18])[C@@H:13]([CH2:24][OH:25])[CH2:12]1)=[O:10])[C:2]1[CH:7]=[CH:6][CH:5]=[CH:4][CH:3]=1. (2) The product is: [OH:35][C:36]1[CH:41]=[C:40]([C:2]2[CH:34]=[CH:33][CH:32]=[C:4]([CH2:5][O:6][C@H:7]3[CH2:11][CH2:10][N:9]([C:12]([CH3:30])([CH3:31])[CH2:13][CH2:14][C:15]([C:18]4[CH:23]=[CH:22][CH:21]=[CH:20][CH:19]=4)([C:24]4[CH:29]=[CH:28][CH:27]=[CH:26][CH:25]=4)[C:16]#[N:17])[CH2:8]3)[CH:3]=2)[CH:39]=[CH:38][CH:37]=1. Given the reactants Br[C:2]1[CH:3]=[C:4]([CH:32]=[CH:33][CH:34]=1)[CH2:5][O:6][C@H:7]1[CH2:11][CH2:10][N:9]([C:12]([CH3:31])([CH3:30])[CH2:13][CH2:14][C:15]([C:24]2[CH:29]=[CH:28][CH:27]=[CH:26][CH:25]=2)([C:18]2[CH:23]=[CH:22][CH:21]=[CH:20][CH:19]=2)[C:16]#[N:17])[CH2:8]1.[OH:35][C:36]1[CH:37]=[C:38](B(O)O)[CH:39]=[CH:40][CH:41]=1.C(=O)([O-])[O-].[Na+].[Na+], predict the reaction product. (3) Given the reactants [CH2:1]([N:8]1[C:12]2[CH2:13][CH:14](O)[CH2:15][C:11]=2[C:10]([C:17]#[N:18])=[N:9]1)[C:2]1[CH:7]=[CH:6][CH:5]=[CH:4][CH:3]=1.CCN(S(F)(F)[F:25])CC, predict the reaction product. The product is: [CH2:1]([N:8]1[C:12]2[CH2:13][CH:14]([F:25])[CH2:15][C:11]=2[C:10]([C:17]#[N:18])=[N:9]1)[C:2]1[CH:7]=[CH:6][CH:5]=[CH:4][CH:3]=1. (4) Given the reactants C1C=CC(N([S:15]([C:18]([F:21])([F:20])[F:19])(=[O:17])=[O:16])[S:15]([C:18]([F:21])([F:20])[F:19])(=[O:17])=[O:16])=CC=1.O1CCCC1.[Cl:27][C:28]1[CH:29]=[CH:30][C:31]2[N:32]([N:34]=[C:35]([OH:37])[CH:36]=2)[CH:33]=1.[H-].[Na+], predict the reaction product. The product is: [Cl:27][C:28]1[CH:29]=[CH:30][C:31]2[N:32]([N:34]=[C:35]([O:37][S:15]([C:18]([F:19])([F:20])[F:21])(=[O:16])=[O:17])[CH:36]=2)[CH:33]=1. (5) Given the reactants [F:1][C:2]1[CH:3]=[CH:4][C:5]([SH:11])=[C:6]([CH:10]=1)[C:7]([OH:9])=[O:8].SC1C=CC=CC=1C(O)=O.Cl[C:23]1[CH:31]=[CH:30][C:29]([S:32](=[O:37])(=[O:36])[N:33]([CH3:35])[CH3:34])=[CH:28][C:24]=1[C:25]([OH:27])=[O:26], predict the reaction product. The product is: [C:25]([C:24]1[CH:28]=[C:29]([S:32](=[O:37])(=[O:36])[N:33]([CH3:35])[CH3:34])[CH:30]=[CH:31][C:23]=1[S:11][C:5]1[CH:4]=[CH:3][C:2]([F:1])=[CH:10][C:6]=1[C:7]([OH:9])=[O:8])([OH:27])=[O:26].